Dataset: Reaction yield outcomes from USPTO patents with 853,638 reactions. Task: Predict the reaction yield, written as a fraction of the theoretical maximum amount of product (1.0 means a 100% yield; for example, 0.34 means a 34% yield). (1) The reactants are [C:1]([O:5][C:6]([NH:8]/[CH:9]=[C:10](/[F:14])\[CH2:11][CH2:12]O)=[O:7])([CH3:4])([CH3:3])[CH3:2].C(Br)(Br)(Br)[Br:16].C1C=CC(P(C2C=CC=CC=2)C2C=CC=CC=2)=CC=1. The product is [C:1]([O:5][C:6]([NH:8]/[CH:9]=[C:10](/[F:14])\[CH2:11][CH2:12][Br:16])=[O:7])([CH3:4])([CH3:3])[CH3:2]. The catalyst is ClCCl. The yield is 0.690. (2) The reactants are [C:1]([C:5]1[CH:9]=[C:8]([NH2:10])[N:7]([C:11]2[CH:16]=[CH:15][CH:14]=[C:13]([C:17]([F:20])([F:19])[F:18])[CH:12]=2)[N:6]=1)([CH3:4])([CH3:3])[CH3:2].Cl[C:22]([O:24][C:25]1[CH:30]=[CH:29][CH:28]=[CH:27][CH:26]=1)=[O:23]. No catalyst specified. The product is [C:1]([C:5]1[CH:9]=[C:8]([NH:10][C:22](=[O:23])[O:24][C:25]2[CH:30]=[CH:29][CH:28]=[CH:27][CH:26]=2)[N:7]([C:11]2[CH:16]=[CH:15][CH:14]=[C:13]([C:17]([F:19])([F:20])[F:18])[CH:12]=2)[N:6]=1)([CH3:4])([CH3:2])[CH3:3]. The yield is 0.350. (3) The reactants are Cl.Cl.[NH:3]1[CH2:8][CH2:7][CH:6]([NH:9][C:10]2[CH:17]=[CH:16][C:13]([C:14]#[N:15])=[CH:12][N:11]=2)[CH2:5][CH2:4]1.C(O)(=O)C.C(N(C(C)C)C(C)C)C.[CH2:31]([O:33][C:34]1[CH:35]=[C:36]([CH:39]=[CH:40][C:41]=1[CH3:42])[CH:37]=O)[CH3:32].C([BH3-])#N.[Na+]. The yield is 0.390. The product is [CH2:31]([O:33][C:34]1[CH:35]=[C:36]([CH:39]=[CH:40][C:41]=1[CH3:42])[CH2:37][N:3]1[CH2:4][CH2:5][CH:6]([NH:9][C:10]2[CH:17]=[CH:16][C:13]([C:14]#[N:15])=[CH:12][N:11]=2)[CH2:7][CH2:8]1)[CH3:32]. The catalyst is C(O)C. (4) The reactants are [CH3:1][N:2]1[CH2:19][CH2:18][C:5]2[N:6]([CH2:14][C:15](O)=[O:16])[C:7]3[CH:8]=[CH:9][C:10]([CH3:13])=[CH:11][C:12]=3[C:4]=2[CH2:3]1.C1CCC(N=C=NC2CCCCC2)CC1.[NH:35]1[CH2:40][CH2:39][O:38][CH2:37][CH2:36]1.C(O)(C(F)(F)F)=O. The catalyst is C(Cl)Cl.CN(C1C=CN=CC=1)C. The product is [CH3:1][N:2]1[CH2:19][CH2:18][C:5]2[N:6]([CH2:14][C:15]([N:35]3[CH2:40][CH2:39][O:38][CH2:37][CH2:36]3)=[O:16])[C:7]3[CH:8]=[CH:9][C:10]([CH3:13])=[CH:11][C:12]=3[C:4]=2[CH2:3]1. The yield is 0.0580. (5) The reactants are [NH2:1][C:2]1[N:7]=[CH:6][N:5]=[C:4]([Cl:8])[CH:3]=1.Cl[CH2:10][C:11]([NH:13][C:14]([O:16][CH2:17][CH3:18])=[O:15])=O. The catalyst is CN1CCN(C)C1=O. The product is [CH2:17]([O:16][C:14](=[O:15])[NH:13][C:11]1[N:1]=[C:2]2[CH:3]=[C:4]([Cl:8])[N:5]=[CH:6][N:7]2[CH:10]=1)[CH3:18]. The yield is 0.0900. (6) The reactants are [F:1][C:2]([F:62])([F:61])[C:3]1[CH:4]=[C:5]([CH:58]=[CH:59][CH:60]=1)[CH2:6][NH:7][C:8]([C:10]1[CH:15]=[CH:14][N:13]=[C:12]([C:16]2[CH:21]=[C:20]([N:22]3[CH2:27][CH2:26][CH2:25][CH2:24][CH2:23]3)[CH:19]=[CH:18][C:17]=2[NH:28][C:29]([C:31]2[N:36]=[C:35]([CH2:37][N:38]([CH3:57])[CH2:39][CH2:40][O:41][CH2:42][CH2:43][O:44][CH2:45][CH2:46][O:47][CH2:48][CH2:49][C:50]([O:52]C(C)(C)C)=[O:51])[CH:34]=[CH:33][CH:32]=2)=[O:30])[CH:11]=1)=[O:9].FC(F)(F)C(O)=O. The catalyst is ClCCl. The product is [F:61][C:2]([F:1])([F:62])[C:3]1[CH:4]=[C:5]([CH:58]=[CH:59][CH:60]=1)[CH2:6][NH:7][C:8]([C:10]1[CH:15]=[CH:14][N:13]=[C:12]([C:16]2[CH:21]=[C:20]([N:22]3[CH2:27][CH2:26][CH2:25][CH2:24][CH2:23]3)[CH:19]=[CH:18][C:17]=2[NH:28][C:29]([C:31]2[N:36]=[C:35]([CH2:37][N:38]([CH3:57])[CH2:39][CH2:40][O:41][CH2:42][CH2:43][O:44][CH2:45][CH2:46][O:47][CH2:48][CH2:49][C:50]([OH:52])=[O:51])[CH:34]=[CH:33][CH:32]=2)=[O:30])[CH:11]=1)=[O:9]. The yield is 0.310. (7) The reactants are [CH2:1]([O:3][C:4]1[CH:13]=[C:12]2[C:7]([C:8]([NH:14][C:15]3[CH:16]=[C:17]4[C:21](=[CH:22][CH:23]=3)[N:20]([CH2:24][C:25]3[CH:30]=[CH:29][CH:28]=[C:27]([F:31])[CH:26]=3)[N:19]=[CH:18]4)=[N:9][CH:10]=[N:11]2)=[CH:6][C:5]=1[N+:32]([O-])=O)[CH3:2].Cl.[OH-].[Na+]. The catalyst is CCO.[Fe]. The product is [CH2:1]([O:3][C:4]1[CH:13]=[C:12]2[C:7]([C:8]([NH:14][C:15]3[CH:16]=[C:17]4[C:21](=[CH:22][CH:23]=3)[N:20]([CH2:24][C:25]3[CH:30]=[CH:29][CH:28]=[C:27]([F:31])[CH:26]=3)[N:19]=[CH:18]4)=[N:9][CH:10]=[N:11]2)=[CH:6][C:5]=1[NH2:32])[CH3:2]. The yield is 0.876. (8) The reactants are [CH3:1][N:2]([CH3:36])[C@@H:3]1[CH2:7][CH2:6][N:5]([C:8]2[C:13]([N+:14]([O-])=O)=[CH:12][C:11]([NH:17][C:18]3[N:23]=[C:22]([C:24]4[C:32]5[C:27](=[CH:28][CH:29]=[CH:30][CH:31]=5)[N:26]([CH3:33])[CH:25]=4)[CH:21]=[CH:20][N:19]=3)=[C:10]([O:34][CH3:35])[CH:9]=2)[CH2:4]1.[NH4+].[Cl-]. The catalyst is C(O)C.O.[Fe]. The product is [CH3:36][N:2]([CH3:1])[C@@H:3]1[CH2:7][CH2:6][N:5]([C:8]2[CH:9]=[C:10]([O:34][CH3:35])[C:11]([NH:17][C:18]3[N:23]=[C:22]([C:24]4[C:32]5[C:27](=[CH:28][CH:29]=[CH:30][CH:31]=5)[N:26]([CH3:33])[CH:25]=4)[CH:21]=[CH:20][N:19]=3)=[CH:12][C:13]=2[NH2:14])[CH2:4]1. The yield is 0.830. (9) The reactants are [NH2:1][C:2]1[S:6][N:5]=[C:4]([CH3:7])[C:3]=1[C:8]#[N:9].[C:10](Cl)(=[O:15])[CH2:11][CH:12]([CH3:14])[CH3:13]. The catalyst is N1C=CC=CC=1.C(Cl)(Cl)Cl. The product is [C:8]([C:3]1[C:4]([CH3:7])=[N:5][S:6][C:2]=1[NH:1][C:10](=[O:15])[CH2:11][CH:12]([CH3:14])[CH3:13])#[N:9]. The yield is 0.790. (10) The reactants are C[O:2][C:3]([C:5]1[C:9]2[CH:10]=[C:11]([O:14][CH3:15])[CH:12]=[CH:13][C:8]=2[O:7][C:6]=1[C:16]1[CH:21]=[CH:20][C:19]([F:22])=[CH:18][CH:17]=1)=O.C(OC(C1C2C=C(OC)C=CC=2OC=1C1C=CC(F)=CC=1)=O)C.CI.C(=O)([O-])[O-].[K+].[K+].[C:54](#[N:56])C. No catalyst specified. The product is [CH3:54][NH:56][C:3]([C:5]1[C:9]2[CH:10]=[C:11]([O:14][CH3:15])[CH:12]=[CH:13][C:8]=2[O:7][C:6]=1[C:16]1[CH:21]=[CH:20][C:19]([F:22])=[CH:18][CH:17]=1)=[O:2]. The yield is 0.780.